Dataset: Forward reaction prediction with 1.9M reactions from USPTO patents (1976-2016). Task: Predict the product of the given reaction. (1) Given the reactants [CH3:1][O:2][C:3]1[CH:4]=[C:5]([C:9]([C:12]2[CH:17]=[CH:16][CH:15]=[C:14]([O:18][CH3:19])[CH:13]=2)(O)[CH3:10])[CH:6]=[CH:7][CH:8]=1.II, predict the reaction product. The product is: [CH3:19][O:18][C:14]1[CH:13]=[C:12]([C:9]([C:5]2[CH:6]=[CH:7][CH:8]=[C:3]([O:2][CH3:1])[CH:4]=2)=[CH2:10])[CH:17]=[CH:16][CH:15]=1. (2) Given the reactants [Br:1][C:2]1[C:7]2[N:8]=[CH:9][N:10]=[C:11](O)[C:6]=2[CH:5]=[N:4][CH:3]=1.CN(C=O)C.S(Cl)([Cl:20])=O, predict the reaction product. The product is: [Br:1][C:2]1[C:7]2[N:8]=[CH:9][N:10]=[C:11]([Cl:20])[C:6]=2[CH:5]=[N:4][CH:3]=1. (3) Given the reactants [CH3:1][C@@H:2]1[O:7][C@@H:6]([O:8][C:9]2[C:18](=[O:19])[C:17]3[C:16]([OH:20])=[CH:15][C:14]([O:21][C@@H:22]4[O:27][C@H:26]([CH2:28][OH:29])[C@@H:25]([OH:30])[C@H:24]([OH:31])[C@H:23]4[OH:32])=[C:13]([CH2:33][CH:34]=[C:35]([CH3:37])[CH3:36])[C:12]=3[O:11][C:10]=2[C:38]2[CH:39]=[CH:40][C:41]([O:44][CH3:45])=[CH:42][CH:43]=2)[C@H:5]([OH:46])[C@H:4]([OH:47])[C@H:3]1[OH:48], predict the reaction product. The product is: [CH3:36][C:35]([CH3:37])=[CH:34][CH2:33][C:13]1[C:12]2[O:11][C:10]([C:38]3[CH:43]=[CH:42][C:41]([O:44][CH3:45])=[CH:40][CH:39]=3)=[C:9]([OH:8])[C:18](=[O:19])[C:17]=2[C:16]([OH:20])=[CH:15][C:14]=1[OH:21].[CH3:36][C:35]([CH3:37])=[CH:34][CH2:33][C:13]1[C:12]2[O:11][C:10]([C:38]3[CH:39]=[CH:40][C:41]([O:44][CH3:45])=[CH:42][CH:43]=3)=[C:9]([OH:8])[C:18](=[O:19])[C:17]=2[C:16]([OH:20])=[CH:15][C:14]=1[O:21][C@@H:22]1[O:27][C@H:26]([CH2:28][OH:29])[C@@H:25]([OH:30])[C@H:24]([OH:31])[C@H:23]1[OH:32].[CH3:1][C@H:2]1[O:7][C@@H:6]([O:8][C:9]2[C:18](=[O:19])[C:17]3[C:16]([OH:20])=[CH:15][C:14]([OH:21])=[C:13]([CH2:33][CH:34]=[C:35]([CH3:37])[CH3:36])[C:12]=3[O:11][C:10]=2[C:38]2[CH:39]=[CH:40][C:41]([O:44][CH3:45])=[CH:42][CH:43]=2)[C@@H:5]([OH:46])[C@@H:4]([OH:47])[C@@H:3]1[OH:48]. (4) The product is: [O:4]1[C@H:5]2[C@H:6]([NH:7][CH2:8][CH2:9]2)[C@@H:2]([OH:1])[CH2:3]1. Given the reactants [OH:1][C@@H:2]1[C@H:6]2[N:7](C(OCC3C4C=CC=CC=4C4C3=CC=CC=4)=O)[CH2:8][CH2:9][C@H:5]2[O:4][CH2:3]1, predict the reaction product. (5) Given the reactants [CH3:1][C:2]1[CH:3]=[C:4]([C:9]2[CH:10]=[C:11]([NH:15][C:16](=[O:23])[C:17]3[CH:22]=[CH:21][CH:20]=[CH:19][CH:18]=3)[CH:12]=[N:13][CH:14]=2)[CH:5]=[CH:6][C:7]=1[CH3:8], predict the reaction product. The product is: [CH3:1][C:2]1[CH:3]=[C:4]([CH:9]2[CH2:14][NH:13][CH2:12][CH:11]([NH:15][C:16]([C:17]3[CH:22]=[CH:21][CH:20]=[CH:19][CH:18]=3)=[O:23])[CH2:10]2)[CH:5]=[CH:6][C:7]=1[CH3:8]. (6) Given the reactants [F:1][C:2]1[CH:3]=[CH:4][C:5]2[CH2:11][S:10](=[O:13])(=[O:12])[NH:9][N:8]=[C:7]([C:14]3[CH:19]=[CH:18][C:17]([F:20])=[CH:16][CH:15]=3)[C:6]=2[CH:21]=1.[CH2:22](I)[CH3:23], predict the reaction product. The product is: [F:1][C:2]1[CH:3]=[CH:4][C:5]2[CH2:11][S:10](=[O:12])(=[O:13])[N:9]([CH2:22][CH3:23])[N:8]=[C:7]([C:14]3[CH:19]=[CH:18][C:17]([F:20])=[CH:16][CH:15]=3)[C:6]=2[CH:21]=1. (7) Given the reactants [C:1]([O:5][C:6]([N:8]1[CH2:13][CH2:12][N:11]([C:14]2[C:15](Cl)=[N:16][CH:17]=[CH:18][CH:19]=2)[CH2:10][CH2:9]1)=[O:7])([CH3:4])([CH3:3])[CH3:2].[F:21][C:22]1[CH:27]=[CH:26][CH:25]=[CH:24][C:23]=1B(O)O.C(=O)([O-])[O-].[K+].[K+], predict the reaction product. The product is: [C:1]([O:5][C:6]([N:8]1[CH2:13][CH2:12][N:11]([C:14]2[C:15]([C:23]3[CH:24]=[CH:25][CH:26]=[CH:27][C:22]=3[F:21])=[N:16][CH:17]=[CH:18][CH:19]=2)[CH2:10][CH2:9]1)=[O:7])([CH3:4])([CH3:3])[CH3:2].